This data is from NCI-60 drug combinations with 297,098 pairs across 59 cell lines. The task is: Regression. Given two drug SMILES strings and cell line genomic features, predict the synergy score measuring deviation from expected non-interaction effect. (1) Drug 1: C1=CC(=CC=C1CC(C(=O)O)N)N(CCCl)CCCl.Cl. Drug 2: CC1=C2C(C(=O)C3(C(CC4C(C3C(C(C2(C)C)(CC1OC(=O)C(C(C5=CC=CC=C5)NC(=O)C6=CC=CC=C6)O)O)OC(=O)C7=CC=CC=C7)(CO4)OC(=O)C)O)C)OC(=O)C. Cell line: COLO 205. Synergy scores: CSS=42.0, Synergy_ZIP=-4.95, Synergy_Bliss=-1.85, Synergy_Loewe=-35.7, Synergy_HSA=-4.63. (2) Drug 1: C1CCN(CC1)CCOC2=CC=C(C=C2)C(=O)C3=C(SC4=C3C=CC(=C4)O)C5=CC=C(C=C5)O. Drug 2: CC1=C(C(=CC=C1)Cl)NC(=O)C2=CN=C(S2)NC3=CC(=NC(=N3)C)N4CCN(CC4)CCO. Cell line: SK-MEL-28. Synergy scores: CSS=-2.17, Synergy_ZIP=2.62, Synergy_Bliss=7.62, Synergy_Loewe=-3.00, Synergy_HSA=-0.183.